From a dataset of Reaction yield outcomes from USPTO patents with 853,638 reactions. Predict the reaction yield, written as a fraction of the theoretical maximum amount of product (1.0 means a 100% yield; for example, 0.34 means a 34% yield). The reactants are [Cl:1][C:2]1[CH:12]=[C:6]([C:7]([O:9][CH2:10][CH3:11])=[O:8])[C:5]([OH:13])=[CH:4][CH:3]=1.Cl[C:15]1[C:24]2[C:19](=[CH:20][C:21]([O:27][CH3:28])=[C:22]([O:25][CH3:26])[CH:23]=2)[N:18]=[CH:17][CH:16]=1. The catalyst is CN(C)C1C=CN=CC=1.ClC1C=CC=CC=1Cl. The product is [Cl:1][C:2]1[CH:3]=[CH:4][C:5]([O:13][C:15]2[C:24]3[C:19](=[CH:20][C:21]([O:27][CH3:28])=[C:22]([O:25][CH3:26])[CH:23]=3)[N:18]=[CH:17][CH:16]=2)=[C:6]([CH:12]=1)[C:7]([O:9][CH2:10][CH3:11])=[O:8]. The yield is 0.150.